Dataset: Forward reaction prediction with 1.9M reactions from USPTO patents (1976-2016). Task: Predict the product of the given reaction. Given the reactants [F:1][C:2]([F:52])([F:51])[C:3]1[CH:4]=[C:5]([CH:48]=[CH:49][CH:50]=1)[CH2:6][NH:7][C:8]([C:10]1[CH:15]=[CH:14][N:13]=[C:12]([C:16]2[CH:21]=[C:20]([O:22][CH2:23][C:24]([F:27])([F:26])[F:25])[CH:19]=[CH:18][C:17]=2[NH:28][C:29]([C:31]2[CH:32]=[C:33]([CH:45]=[CH:46][CH:47]=2)[CH2:34][S:35][CH2:36][CH2:37][C:38]([O:40]C(C)(C)C)=[O:39])=[O:30])[CH:11]=1)=[O:9].FC(F)(F)C(O)=O, predict the reaction product. The product is: [F:52][C:2]([F:1])([F:51])[C:3]1[CH:4]=[C:5]([CH:48]=[CH:49][CH:50]=1)[CH2:6][NH:7][C:8]([C:10]1[CH:15]=[CH:14][N:13]=[C:12]([C:16]2[CH:21]=[C:20]([O:22][CH2:23][C:24]([F:26])([F:25])[F:27])[CH:19]=[CH:18][C:17]=2[NH:28][C:29]([C:31]2[CH:32]=[C:33]([CH:45]=[CH:46][CH:47]=2)[CH2:34][S:35][CH2:36][CH2:37][C:38]([OH:40])=[O:39])=[O:30])[CH:11]=1)=[O:9].